Dataset: Reaction yield outcomes from USPTO patents with 853,638 reactions. Task: Predict the reaction yield, written as a fraction of the theoretical maximum amount of product (1.0 means a 100% yield; for example, 0.34 means a 34% yield). (1) The reactants are [OH:1][C:2]1[CH:9]=[CH:8][C:7]([N:10]2[CH:14]=[N:13][N:12]=[N:11]2)=[CH:6][C:3]=1[CH:4]=[O:5].[C:15](=O)([O-])[O-].[K+].[K+].IC.O. The catalyst is CN(C)C=O. The product is [CH3:15][O:1][C:2]1[CH:9]=[CH:8][C:7]([N:10]2[CH:14]=[N:13][N:12]=[N:11]2)=[CH:6][C:3]=1[CH:4]=[O:5]. The yield is 0.670. (2) The product is [C:34]([O:33][C:32](=[O:38])[NH:31][CH:28]1[CH2:27][CH2:26][CH:25]([CH2:24][NH:23][C:2]2[C:7]([C:8]#[N:9])=[CH:6][N:5]=[C:4]([NH:10][CH2:11][C:12]3[CH:17]=[CH:16][CH:15]=[CH:14][C:13]=3[O:18][C:19]([F:22])([F:21])[F:20])[N:3]=2)[CH2:30][CH2:29]1)([CH3:37])([CH3:35])[CH3:36]. The catalyst is CN(C=O)C.CCOC(C)=O. The yield is 0.960. The reactants are Cl[C:2]1[C:7]([C:8]#[N:9])=[CH:6][N:5]=[C:4]([NH:10][CH2:11][C:12]2[CH:17]=[CH:16][CH:15]=[CH:14][C:13]=2[O:18][C:19]([F:22])([F:21])[F:20])[N:3]=1.[NH2:23][CH2:24][C@H:25]1[CH2:30][CH2:29][C@H:28]([NH:31][C:32](=[O:38])[O:33][C:34]([CH3:37])([CH3:36])[CH3:35])[CH2:27][CH2:26]1.CCN(C(C)C)C(C)C. (3) The reactants are F.F.F.C(N(CC)CC)C.C(N(CC)CC)C.[Si]([O:35][CH2:36][C@H:37]1[O:41][C@@H:40]([N:42]2[CH:49]=[C:48]([CH3:50])[C:46](=[O:47])[NH:45][C:43]2=[O:44])[C@H:39]([O:51][CH2:52][CH2:53][O:54][N:55]([CH3:57])[CH3:56])[C@@H:38]1[OH:58])(C(C)(C)C)(C1C=CC=CC=1)C1C=CC=CC=1.CO. The catalyst is C1COCC1.C(Cl)Cl. The product is [CH3:56][N:55]([CH3:57])[O:54][CH2:53][CH2:52][O:51][C@@H:39]1[C@H:38]([OH:58])[C@@H:37]([CH2:36][OH:35])[O:41][C@H:40]1[N:42]1[CH:49]=[C:48]([CH3:50])[C:46](=[O:47])[NH:45][C:43]1=[O:44]. The yield is 0.925.